Dataset: Reaction yield outcomes from USPTO patents with 853,638 reactions. Task: Predict the reaction yield, written as a fraction of the theoretical maximum amount of product (1.0 means a 100% yield; for example, 0.34 means a 34% yield). The reactants are Cl.[CH2:2]([O:9][C:10](=[O:13])[CH2:11][NH2:12])[C:3]1[CH:8]=[CH:7][CH:6]=[CH:5][CH:4]=1.[Br:14][C:15]1[CH:22]=[CH:21][C:18]([CH:19]=O)=[CH:17][CH:16]=1.C(O)(=O)C.C(O[BH-](OC(=O)C)OC(=O)C)(=O)C.[Na+].C([O-])(O)=O.[Na+]. The catalyst is ClCCCl. The product is [Br:14][C:15]1[CH:22]=[CH:21][C:18]([CH2:19][NH:12][CH2:11][C:10]([O:9][CH2:2][C:3]2[CH:8]=[CH:7][CH:6]=[CH:5][CH:4]=2)=[O:13])=[CH:17][CH:16]=1. The yield is 0.640.